Dataset: Forward reaction prediction with 1.9M reactions from USPTO patents (1976-2016). Task: Predict the product of the given reaction. (1) Given the reactants [CH3:1][C:2]1[CH:14]=[CH:13][C:5]([CH2:6][C:7]2[S:11][C:10](N)=[N:9][N:8]=2)=[CH:4][CH:3]=1.[N+]([O-])([O-])=O.[Na+].[ClH:20], predict the reaction product. The product is: [Cl:20][C:10]1[S:11][C:7]([CH2:6][C:5]2[CH:13]=[CH:14][C:2]([CH3:1])=[CH:3][CH:4]=2)=[N:8][N:9]=1. (2) Given the reactants [Cl:1][C:2]1[N:3]=[C:4]2[C:9](=[CH:10][CH:11]=1)[N:8]=[CH:7][C:6]([C:12](=[O:14])[CH3:13])=[C:5]2[NH:15][CH:16]1[CH2:21][CH2:20][CH:19]([CH2:22][N:23]([CH3:25])[CH3:24])[CH2:18][CH2:17]1.CC1(C)C(C)(C)OB([C:34]2[CH:35]=[N:36][N:37](C(OC(C)(C)C)=O)[CH:38]=2)O1, predict the reaction product. The product is: [ClH:1].[ClH:1].[ClH:1].[CH3:24][N:23]([CH2:22][C@H:19]1[CH2:20][CH2:21][C@H:16]([NH:15][C:5]2[C:4]3[C:9](=[CH:10][CH:11]=[C:2]([C:34]4[CH:35]=[N:36][NH:37][CH:38]=4)[N:3]=3)[N:8]=[CH:7][C:6]=2[C:12](=[O:14])[CH3:13])[CH2:17][CH2:18]1)[CH3:25]. (3) Given the reactants [Br:1]Br.[F:3][C:4]1[CH:5]=[C:6]([CH:8]=[CH:9][C:10]=1[O:11][CH3:12])[NH2:7].C(=O)([O-])[O-].[K+].[K+].O, predict the reaction product. The product is: [Br:1][C:8]1[CH:9]=[C:10]([O:11][CH3:12])[C:4]([F:3])=[CH:5][C:6]=1[NH2:7]. (4) Given the reactants [NH2:1][C@H:2]([C:11]([NH:13][CH2:14][C:15]([NH:17][C@H:18]([C:23]([NH:25][C@H:26]([C:37]([N:39]1[CH2:52][CH2:51][CH2:50][C@H:40]1[C:41]([NH:43][C@H:44]([C:47]([NH2:49])=[O:48])[CH2:45][SH:46])=[O:42])=[O:38])[CH2:27][C:28]1[C:36]2[C:31](=[CH:32][CH:33]=[CH:34][CH:35]=2)[NH:30][CH:29]=1)=[O:24])[CH2:19][C:20](=[O:22])[OH:21])=[O:16])=[O:12])[CH2:3][CH2:4][CH2:5][CH2:6][NH:7][C:8](=[NH:10])[NH2:9].[OH2:53].[OH-].[NH4+].O=O, predict the reaction product. The product is: [CH:34]1[CH:33]=[CH:32][C:31]2[NH:30][CH:29]=[C:28]([CH2:27][C@@H:26]3[NH:25][C:23](=[O:24])[C@H:18]([CH2:19][C:20]([OH:21])=[O:22])[NH:17][C:15](=[O:16])[CH2:14][NH:13][C:11](=[O:12])[C@H:2]([CH2:3][CH2:4][CH2:5][CH2:6][NH:7][C:8]([NH2:9])=[NH:10])[NH:1][C:47](=[O:53])[CH2:44][CH2:45][S:46][S:46][CH2:45][C@@H:44]([C:47]([NH2:49])=[O:48])[NH:43][C:41](=[O:42])[C@H:40]4[N:39]([CH2:52][CH2:51][CH2:50]4)[C:37]3=[O:38])[C:36]=2[CH:35]=1. (5) Given the reactants [C:1]([CH2:3][C:4](O)=[O:5])#[N:2].C(Cl)(=O)C(Cl)=O.[Si:13]([O:20][CH:21]([C:26]1[CH:31]=[CH:30][C:29]([NH:32][CH2:33][CH2:34][C:35]([O:37][CH2:38][CH3:39])=[O:36])=[CH:28][CH:27]=1)[C:22]([CH3:25])([CH3:24])[CH3:23])([C:16]([CH3:19])([CH3:18])[CH3:17])([CH3:15])[CH3:14].C(N(CC)CC)C, predict the reaction product. The product is: [Si:13]([O:20][CH:21]([C:26]1[CH:31]=[CH:30][C:29]([N:32]([CH2:33][CH2:34][C:35]([O:37][CH2:38][CH3:39])=[O:36])[C:4](=[O:5])[CH2:3][C:1]#[N:2])=[CH:28][CH:27]=1)[C:22]([CH3:25])([CH3:24])[CH3:23])([C:16]([CH3:17])([CH3:19])[CH3:18])([CH3:15])[CH3:14]. (6) Given the reactants Cl.[CH3:2][O:3][C:4](=[O:27])[C@@H:5]([NH:8][C:9]([C:11]1[CH:16]=[CH:15][C:14]([C:17]2[CH:22]=[CH:21][C:20]([C:23]([F:26])([F:25])[F:24])=[CH:19][CH:18]=2)=[CH:13][CH:12]=1)=[O:10])[CH2:6][NH2:7].[C:28]1([C:36]2[CH:41]=[CH:40][CH:39]=[CH:38][CH:37]=2)[CH:33]=[CH:32][C:31]([CH:34]=O)=[CH:30][CH:29]=1.C(O[BH-](OC(=O)C)OC(=O)C)(=O)C.[Na+], predict the reaction product. The product is: [CH3:2][O:3][C:4](=[O:27])[C@@H:5]([NH:8][C:9]([C:11]1[CH:16]=[CH:15][C:14]([C:17]2[CH:22]=[CH:21][C:20]([C:23]([F:25])([F:24])[F:26])=[CH:19][CH:18]=2)=[CH:13][CH:12]=1)=[O:10])[CH2:6][NH:7][CH2:34][C:31]1[CH:32]=[CH:33][C:28]([C:36]2[CH:37]=[CH:38][CH:39]=[CH:40][CH:41]=2)=[CH:29][CH:30]=1. (7) The product is: [N:8]1([CH2:13][C:14]2([C:45]3[CH:50]=[CH:49][C:48]([F:51])=[CH:47][C:46]=3[F:52])[O:18][CH2:17][CH:16]([S:19][CH2:20][C:21]3[CH:26]=[CH:25][C:24]([N:27]4[CH2:28][CH2:29][N:30]([C:33]5[CH:34]=[CH:35][C:36]([N:39]6[C:43](=[O:44])[N:42]([CH:2]([CH3:5])[C:3]#[N:4])[N:41]=[CH:40]6)=[CH:37][CH:38]=5)[CH2:31][CH2:32]4)=[CH:23][CH:22]=3)[CH2:15]2)[CH:12]=[N:11][CH:10]=[N:9]1. Given the reactants Br[CH:2]([CH3:5])[C:3]#[N:4].[OH-].[K+].[N:8]1([CH2:13][C:14]2([C:45]3[CH:50]=[CH:49][C:48]([F:51])=[CH:47][C:46]=3[F:52])[O:18][CH2:17][CH:16]([S:19][CH2:20][C:21]3[CH:26]=[CH:25][C:24]([N:27]4[CH2:32][CH2:31][N:30]([C:33]5[CH:38]=[CH:37][C:36]([N:39]6[C:43](=[O:44])[NH:42][N:41]=[CH:40]6)=[CH:35][CH:34]=5)[CH2:29][CH2:28]4)=[CH:23][CH:22]=3)[CH2:15]2)[CH:12]=[N:11][CH:10]=[N:9]1, predict the reaction product.